Dataset: Full USPTO retrosynthesis dataset with 1.9M reactions from patents (1976-2016). Task: Predict the reactants needed to synthesize the given product. (1) Given the product [ClH:1].[N:16]12[CH2:21][CH2:20][CH:19]([CH2:18][CH2:17]1)[C@@H:14]([NH:13][C:11]([C:9]1[S:10][C:6]3[CH:5]=[C:4]([NH:3][C:40]([NH:39][C:34]4[CH:35]=[CH:36][CH:37]=[CH:38][C:33]=4[O:32][CH3:31])=[O:41])[CH:23]=[CH:22][C:7]=3[CH:8]=1)=[O:12])[CH2:15]2, predict the reactants needed to synthesize it. The reactants are: [ClH:1].Cl.[NH2:3][C:4]1[CH:23]=[CH:22][C:7]2[CH:8]=[C:9]([C:11]([NH:13][C@@H:14]3[CH:19]4[CH2:20][CH2:21][N:16]([CH2:17][CH2:18]4)[CH2:15]3)=[O:12])[S:10][C:6]=2[CH:5]=1.C(N(CC)CC)C.[CH3:31][O:32][C:33]1[CH:38]=[CH:37][CH:36]=[CH:35][C:34]=1[N:39]=[C:40]=[O:41]. (2) Given the product [Cl:1][C:2]1[CH:3]=[C:4]([C:9](=[O:11])[CH3:10])[CH:5]=[CH:6][C:7]=1[O:8][CH:12]([CH3:17])[CH3:13], predict the reactants needed to synthesize it. The reactants are: [Cl:1][C:2]1[CH:3]=[C:4]([C:9](=[O:11])[CH3:10])[CH:5]=[CH:6][C:7]=1[OH:8].[C:12]1(P(C2C=CC=CC=2)C2C=CC=CC=2)[CH:17]=CC=C[CH:13]=1.CC(OC(/N=N/C(OC(C)C)=O)=O)C.CC(O)C. (3) Given the product [OH:10][CH2:11][CH2:4][C:5]1[C:6]([NH:16][C:15](=[O:19])[CH:13]=1)=[O:7].[O:7]1[CH:3]=[CH:4][CH:5]=[CH:6]1, predict the reactants needed to synthesize it. The reactants are: C1[CH:6]2[O:7][CH:3]([CH:4]3[C:11](=O)[O:10]C(=O)[CH:5]32)C=1.[CH2:13]([CH2:15][NH2:16])O.C([OH:19])C.